From a dataset of Forward reaction prediction with 1.9M reactions from USPTO patents (1976-2016). Predict the product of the given reaction. (1) Given the reactants Cl[C:2]1[N:7]=[C:6]([C:8]2[CH:13]=[CH:12][CH:11]=[CH:10][CH:9]=2)[N:5]=[C:4]([C:14]([NH:16][C:17]2[CH:22]=[CH:21][CH:20]=[CH:19][C:18]=2[C:23]2[S:27][C:26]([C:28](OCC)=[O:29])=[N:25][N:24]=2)=[O:15])[CH:3]=1.[CH3:33][N:34]([CH3:38])[CH2:35][CH2:36][NH2:37].O, predict the reaction product. The product is: [CH3:33][N:34]([CH3:38])[CH2:35][CH2:36][NH:37][C:28]([C:26]1[S:27][C:23]([C:18]2[CH:19]=[CH:20][CH:21]=[CH:22][C:17]=2[NH:16][C:14]([C:4]2[CH:3]=[C:2]([NH:37][CH2:36][CH2:35][N:34]([CH3:38])[CH3:33])[N:7]=[C:6]([C:8]3[CH:9]=[CH:10][CH:11]=[CH:12][CH:13]=3)[N:5]=2)=[O:15])=[N:24][N:25]=1)=[O:29]. (2) Given the reactants CC[N:3](C(C)C)[CH:4]([CH3:6])[CH3:5].[C:10]([O:14][C:15](=[O:24])[NH:16][CH:17]1[CH2:22][CH2:21][CH:20]([NH2:23])[CH2:19][CH2:18]1)([CH3:13])([CH3:12])[CH3:11].[OH2:25].[CH3:26][N:27]1[C:31](=O)[CH2:30][CH2:29][CH2:28]1, predict the reaction product. The product is: [N:3]1[C:4]([C:6]([NH:23][C@@H:20]2[CH2:19][CH2:18][C@H:17]([NH:16][C:15](=[O:24])[O:14][C:10]([CH3:13])([CH3:11])[CH3:12])[CH2:22][CH2:21]2)=[O:25])=[CH:5][N:27]2[CH:26]=[CH:28][CH:29]=[CH:30][C:31]=12. (3) Given the reactants [Cl:1][C:2]1[C:11]2[C:6](=[CH:7][CH:8]=[CH:9][CH:10]=2)[N:5]=[CH:4][C:3]=1[NH2:12].[Cl:13][CH2:14][CH2:15][C:16](Cl)=[O:17], predict the reaction product. The product is: [Cl:13][CH2:14][CH2:15][C:16]([NH:12][C:3]1[CH:4]=[N:5][C:6]2[C:11]([C:2]=1[Cl:1])=[CH:10][CH:9]=[CH:8][CH:7]=2)=[O:17]. (4) The product is: [CH:49]1([C:52]([F:64])([F:63])[C:53]2[CH:58]=[CH:57][N:56]=[C:55]([CH2:59][C:60]([NH:62][C:82]3[N:81]=[N:80][C:79]([CH2:78][CH2:77][C@@H:66]([F:65])[CH2:67][N:68]4[CH:72]=[C:71]([C:73]([NH:75][CH3:76])=[O:74])[N:70]=[N:69]4)=[CH:84][CH:83]=3)=[O:61])[CH:54]=2)[CH2:51][CH2:50]1. Given the reactants CC1(C)C2C(=C(P(C3C=CC=CC=3)C3C=CC=CC=3)C=CC=2)OC2C(P(C3C=CC=CC=3)C3C=CC=CC=3)=CC=CC1=2.C([O-])([O-])=O.[Cs+].[Cs+].[CH:49]1([C:52]([F:64])([F:63])[C:53]2[CH:58]=[CH:57][N:56]=[C:55]([CH2:59][C:60]([NH2:62])=[O:61])[CH:54]=2)[CH2:51][CH2:50]1.[F:65][C@H:66]([CH2:77][CH2:78][C:79]1[N:80]=[N:81][C:82](I)=[CH:83][CH:84]=1)[CH2:67][N:68]1[CH:72]=[C:71]([C:73]([NH:75][CH3:76])=[O:74])[N:70]=[N:69]1, predict the reaction product. (5) Given the reactants [CH:1]([N:4]1[C:8]([C:9]2[N:10]=[C:11]3[C:17]4[CH:18]=[CH:19][C:20](B5OC(C)(C)C(C)(C)O5)=[CH:21][C:16]=4[O:15][CH2:14][CH2:13][N:12]3[CH:31]=2)=[N:7][CH:6]=[N:5]1)([CH3:3])[CH3:2].Br[C:33]1[N:34]=[CH:35][N:36]([CH2:38][C:39]([CH3:42])([OH:41])[CH3:40])[CH:37]=1.BrC1N(CC(C)(O)C)C=NC=1.COCCOC.C(=O)([O-])[O-].[Cs+].[Cs+].O, predict the reaction product. The product is: [CH:1]([N:4]1[C:8]([C:9]2[N:10]=[C:11]3[C:17]4[CH:18]=[CH:19][C:20]([C:33]5[N:34]=[CH:35][N:36]([CH2:38][C:39]([CH3:42])([OH:41])[CH3:40])[CH:37]=5)=[CH:21][C:16]=4[O:15][CH2:14][CH2:13][N:12]3[CH:31]=2)=[N:7][CH:6]=[N:5]1)([CH3:3])[CH3:2]. (6) Given the reactants C([O:3][C:4](=[O:21])[CH:5]([N:12]([C:14]1[CH:19]=[CH:18][C:17]([F:20])=[CH:16][CH:15]=1)[CH3:13])[C:6]1[CH:11]=[CH:10][CH:9]=[CH:8][CH:7]=1)C.O.[OH-].[Li+].[ClH:25], predict the reaction product. The product is: [ClH:25].[F:20][C:17]1[CH:18]=[CH:19][C:14]([N:12]([CH:5]([C:6]2[CH:7]=[CH:8][CH:9]=[CH:10][CH:11]=2)[C:4]([OH:21])=[O:3])[CH3:13])=[CH:15][CH:16]=1. (7) Given the reactants O1[C:5]2([CH2:10][CH2:9][N:8]([C:11]3[CH:16]=[CH:15][C:14]([N:17]4[C:22](=[O:23])[C:21]([CH2:24][C:25]5[CH:30]=[CH:29][C:28]([C:31]6[CH:36]=[CH:35][CH:34]=[CH:33][C:32]=6[C:37]6[NH:41][C:40](=[O:42])[O:39][N:38]=6)=[CH:27][CH:26]=5)=[C:20]([CH2:43][CH2:44][CH3:45])[N:19]=[C:18]4[CH2:46][CH3:47])=[CH:13][CH:12]=3)[CH2:7][CH2:6]2)[O:4]CC1, predict the reaction product. The product is: [CH2:46]([C:18]1[N:17]([C:14]2[CH:13]=[CH:12][C:11]([N:8]3[CH2:9][CH2:10][C:5](=[O:4])[CH2:6][CH2:7]3)=[CH:16][CH:15]=2)[C:22](=[O:23])[C:21]([CH2:24][C:25]2[CH:30]=[CH:29][C:28]([C:31]3[CH:36]=[CH:35][CH:34]=[CH:33][C:32]=3[C:37]3[NH:41][C:40](=[O:42])[O:39][N:38]=3)=[CH:27][CH:26]=2)=[C:20]([CH2:43][CH2:44][CH3:45])[N:19]=1)[CH3:47]. (8) Given the reactants [H-].[Na+].[Cl:3][C:4]1[CH:11]=[C:10]([OH:12])[CH:9]=[C:8]([Cl:13])[C:5]=1[CH:6]=[O:7].[CH3:14][O:15][CH2:16][CH2:17][O:18][CH2:19]Cl, predict the reaction product. The product is: [Cl:3][C:4]1[CH:11]=[C:10]([O:12][CH2:14][O:15][CH2:16][CH2:17][O:18][CH3:19])[CH:9]=[C:8]([Cl:13])[C:5]=1[CH:6]=[O:7]. (9) Given the reactants F[C:2]1[CH:9]=[C:8](B2OC(C)(C)C(C)(C)O2)[CH:7]=[CH:6][C:3]=1[C:4]#[N:5].Cl[C:20]1[CH:25]=[C:24]([S:26][CH3:27])[N:23]=[C:22]([NH2:28])[N:21]=1.C([O-])(O)=O.[Na+].O.[NH2:35][NH2:36], predict the reaction product. The product is: [NH2:28][C:22]1[N:21]=[C:20]([C:8]2[CH:9]=[C:2]3[C:3]([C:4]([NH2:5])=[N:35][NH:36]3)=[CH:6][CH:7]=2)[CH:25]=[C:24]([S:26][CH3:27])[N:23]=1.